This data is from Reaction yield outcomes from USPTO patents with 853,638 reactions. The task is: Predict the reaction yield, written as a fraction of the theoretical maximum amount of product (1.0 means a 100% yield; for example, 0.34 means a 34% yield). (1) The product is [Cl:1][C:2]1[CH:7]=[C:6]([O:8][C:9]2[C:14]([C:15]([N:17]3[C:26]4[C:21](=[CH:22][CH:23]=[CH:24][CH:25]=4)[N:20]([CH:27]4[CH2:28][CH2:29]4)[CH2:19][CH2:18]3)=[O:16])=[CH:13][CH:12]=[CH:11][N:10]=2)[C:5]([Cl:30])=[CH:4][C:3]=1[CH2:31][CH2:32][C:33]([NH:69][CH2:70][C:71]([OH:73])=[O:72])=[O:34]. The reactants are [Cl:1][C:2]1[CH:7]=[C:6]([O:8][C:9]2[C:14]([C:15]([N:17]3[C:26]4[C:21](=[CH:22][CH:23]=[CH:24][CH:25]=4)[N:20]([CH:27]4[CH2:29][CH2:28]4)[CH2:19][CH2:18]3)=[O:16])=[CH:13][CH:12]=[CH:11][N:10]=2)[C:5]([Cl:30])=[CH:4][C:3]=1[CH2:31][CH2:32][C:33](O)=[O:34].CN(C(ON1N=NC2C=CC=NC1=2)=[N+](C)C)C.F[P-](F)(F)(F)(F)F.C(N(C(C)C)C(C)C)C.[NH2:69][CH2:70][C:71]([OH:73])=[O:72]. The yield is 0.160. The catalyst is CN(C=O)C. (2) The reactants are [O:1]1[C:6]2[CH:7]=[CH:8][CH:9]=[CH:10][C:5]=2[NH:4][C:3](=[O:11])[CH2:2]1.Br[CH2:13][CH2:14][O:15][C:16]1[CH:23]=[CH:22][C:19]([CH:20]=[O:21])=[CH:18][CH:17]=1.C(=O)([O-])[O-].[K+].[K+].O. The catalyst is CN(C)C=O. The product is [O:11]=[C:3]1[N:4]([CH2:13][CH2:14][O:15][C:16]2[CH:23]=[CH:22][C:19]([CH:20]=[O:21])=[CH:18][CH:17]=2)[C:5]2[CH:10]=[CH:9][CH:8]=[CH:7][C:6]=2[O:1][CH2:2]1. The yield is 0.910. (3) The reactants are [CH2:1]([C:3]([C:19]1[CH:24]=[CH:23][C:22]([O:25][CH2:26][CH2:27][CH2:28][C:29](OCC)=[O:30])=[CH:21][CH:20]=1)=[C:4]([C:12]1[CH:17]=[CH:16][C:15]([OH:18])=[CH:14][CH:13]=1)[C:5]1[CH:10]=[CH:9][C:8]([OH:11])=[CH:7][CH:6]=1)[CH3:2].[H-].[Al+3].[Li+].[H-].[H-].[H-]. The catalyst is C1COCC1. The product is [OH:30][CH2:29][CH2:28][CH2:27][CH2:26][O:25][C:22]1[CH:21]=[CH:20][C:19]([C:3]([CH2:1][CH3:2])=[C:4]([C:5]2[CH:6]=[CH:7][C:8]([OH:11])=[CH:9][CH:10]=2)[C:12]2[CH:17]=[CH:16][C:15]([OH:18])=[CH:14][CH:13]=2)=[CH:24][CH:23]=1. The yield is 0.760. (4) The reactants are Cl[C:2]1[N:3]([CH2:10][C@:11]2([CH3:14])[CH2:13][O:12]2)[CH:4]=[C:5]([N+:7]([O-:9])=[O:8])[N:6]=1.[F:15][C:16]([F:33])([F:32])[O:17][C:18]1[CH:31]=[CH:30][C:21]([C:22]([CH:24]2[CH2:29][CH2:28][NH:27][CH2:26][CH2:25]2)=[O:23])=[CH:20][CH:19]=1. No catalyst specified. The product is [CH3:14][C@@:11]1([CH2:13][N:27]2[CH2:28][CH2:29][CH:24]([C:22]([C:21]3[CH:30]=[CH:31][C:18]([O:17][C:16]([F:15])([F:32])[F:33])=[CH:19][CH:20]=3)=[O:23])[CH2:25][CH2:26]2)[O:12][C:2]2=[N:6][C:5]([N+:7]([O-:9])=[O:8])=[CH:4][N:3]2[CH2:10]1. The yield is 0.370. (5) The reactants are [Na].CC[O-].[Na+].[NH2:6][C:7]1[NH:11][N:10]=[CH:9][C:8]=1[C:12]#[N:13].[CH:14]([CH:17]([C:23](OCC)=[O:24])[C:18](OCC)=[O:19])([CH3:16])[CH3:15]. The catalyst is CC(OC)(C)C.CCO. The product is [CH:14]([CH:17]1[C:18](=[O:19])[N:11]2[N:10]=[CH:9][C:8]([C:12]#[N:13])=[C:7]2[NH:6][C:23]1=[O:24])([CH3:16])[CH3:15]. The yield is 0.740. (6) The reactants are [C:1]1([NH:7][C:8]([C@@H:10]2[CH2:15][CH2:14][CH2:13][N:12]([C:16]([O:18][C:19]([CH3:22])([CH3:21])[CH3:20])=[O:17])[CH2:11]2)=O)[CH:6]=[CH:5][CH:4]=[CH:3][CH:2]=1.B. The catalyst is C1COCC1. The product is [C:16]([N:12]1[CH2:13][CH2:14][CH2:15][C@H:10]([CH2:8][NH:7][C:1]2[CH:6]=[CH:5][CH:4]=[CH:3][CH:2]=2)[CH2:11]1)([O:18][C:19]([CH3:21])([CH3:22])[CH3:20])=[O:17]. The yield is 0.910.